Dataset: Peptide-MHC class I binding affinity with 185,985 pairs from IEDB/IMGT. Task: Regression. Given a peptide amino acid sequence and an MHC pseudo amino acid sequence, predict their binding affinity value. This is MHC class I binding data. (1) The peptide sequence is IVLMAVHCM. The MHC is Mamu-A70103 with pseudo-sequence Mamu-A70103. The binding affinity (normalized) is 0. (2) The peptide sequence is RVWIEENPW. The MHC is HLA-B57:01 with pseudo-sequence HLA-B57:01. The binding affinity (normalized) is 0.908. (3) The peptide sequence is DPHGPVQLSYYD. The MHC is HLA-B54:01 with pseudo-sequence HLA-B54:01. The binding affinity (normalized) is 0.110. (4) The peptide sequence is EVLKAMSLY. The MHC is HLA-B27:03 with pseudo-sequence HLA-B27:03. The binding affinity (normalized) is 0.0847. (5) The peptide sequence is AQGYKVLVL. The binding affinity (normalized) is 0. The MHC is Patr-A0301 with pseudo-sequence Patr-A0301.